This data is from Antibody developability classification from SAbDab with 2,409 antibodies. The task is: Regression/Classification. Given an antibody's heavy chain and light chain sequences, predict its developability. TAP uses regression for 5 developability metrics; SAbDab uses binary classification. (1) The antibody is ['EVKLVESGGGLGQPGGSLRLSCATSGFTFTDYYFNWARQPPGKALEWLGFIRNKAKGYTTEYSASVKGRFTISRDNSQGILYLQMNTLRAEDSATYYCARWGSYAMDYWGQGTSVTVSS', 'DVLMTQTPLSLPVSLGDQASISCRFSQSIVHSNGNTYLEWYLQKSGQSPKLLIYKVSNRFSGVPDRFSGSGSGTDFTLKISRVEAEDLGVYYCFQGSHVPRTFGGGTKLEIK']. Result: 0 (not developable). (2) The antibody is ['QVQLVQSGAEVKKPGSSVKVSCKASGGTFSSYAISWVRQAPGQGLEWMGGIIPIFGTANYAQKFQGRVTITADESTSTAYMELSSLRSEDTAVYYCARYDGIYGELDFWGQGTLVTVSS', 'DIVMTQSPDSLAVSLGERATINCKSSQSVLYSSNNKNYLAWYQQKPGQPPKLLIYWASTRESGVPDRFSGSGSGTDFTLTISSLQAEDVAVYYCQQYYSTPLTFGQGTKVEIK']. Result: 0 (not developable). (3) The antibody is ['QVQLLESGAELVKPGASVKLSCKASGYTFTSYWMHWVKQRPGRGLEWIGRIDPNSGGTKYNEKFKSKATLTVDKPSSTAYMQLSSLTSEDSAVYYCTRRDSDYWGAGTTVTVSS', 'ELVMTQTPKFMSTSVGDRVSITCKASQNVGTAVAWYQQKPGQSPKLLIYSASNRYTGVPDRFTGSGSGTDFTLTISNMQSEDLADYFCQQYSSYPLTFGGGTKVEIK']. Result: 1 (developable). (4) The antibody is ['QVQLQESGPGLVKPSETLSLTCAVSGYSISSGYYWGWIRQPPGKGLEWIGSIYHSGSTYYNPSLKSRVTISVDTSKNQFSLKLSSVTAADTAVYYCAGLTQSSHNDANWGQGTLTTVSS', 'QSVLTQPPSVSAAPGQKVTISCSGSSSNIGNNYVRWYQQLPGTAPKLLIYDNNKRPSGIPDRFSGSKSGTSATLGITGLQTGDEADYYCGTWDSSLNPVFGGGTKLEIK']. Result: 0 (not developable). (5) The antibody is ['EVQLQESGPGLVKPSQSLSLTCTVTGYSITSDYAWNWIRQFPGNKLEWMGYISYSGTTSYNPSLKSRISITRDTSKNQFFLQLNSVTTEDTATYYCGRTGVYRYPERAPYWGQGTLVTVSA', 'QIVMTQSPFSMYATLGERVTITCKASQDIYSYLSWLQQKPGKSLKTLIYRANRLITGVPSRFSGSGSGQDYSLTISSLEYEDMGIYYCLQYDEFPYTFGGGTKLEMK']. Result: 0 (not developable). (6) The antibody is ['EVQLQESGGGLVQPGESLRLSCVGSGSSFGESTLSYYAVSWVRQAPGKGLEWLSIINAGGGDIDYADSVEGRFTISRDNSKETLYLQMTNLRVEDTGVYYCAKHMSMQQVVSAGWERADLVGDAFDVWGQGTMVTVSS', 'DIQLTQSPSSLSASVGDRVTLTCQASQDIRKFLNWYQQKPGKGPKLLIYDASNLQRGVPSRFSGGGSGTDFTLIISSLQPEDVGTYYCQQYDGLPFTFGGGTKVVIK']. Result: 0 (not developable). (7) Result: 1 (developable). The antibody is ['QVQLQESGAEVMKPGASVKISCKATGYTFSTYWIEWVKQRPGHGLEWIGEILPGSGSTYYNEKFKGKATFTADTSSNTAYMQLSSLTSEDSAVYYCARGDGNYGYWGQGTTLTVSS', 'DIELTQSPATLSVTPGDSVSLSCRASQSISNNLHWYQQKSHESPRLLIKYVSQSSSGIPSRFSGSGSGTDFTLSINSVETEDFGMYFCQQSNSWPRTFGGGTKLEIK']. (8) The antibody is ['5tfw', 'SYELTQETGVSVALGDTVTITCEGDSLESHYASWYQKKPGQAPILLFYGDDNRPSGVPDRFSGDADGNEASLTIDGAQAEDDAEYYCSSRDKSGSRLSVFGGGTKLTVL']. Result: 0 (not developable). (9) The antibody is ['QVQLVQSGAEVKKPGSSVKVSCKASGGTFNSYAFSWVRQAPGQGLEWMGSIIPLFGFVVYAQKFQGRVTITADESTSTAYMELSSLRSEDTAVYYCARYFDTYNNYGFANWGQGTLVTVSS', 'DIELTQPPSVSVVPGQTARISCSGDNIPYEYASWYQQKPGQAPVLVIYGDNNRPSGIPERFSGSNSGNTATLTISGTQAEDEADYYCASWDSMTVDGVFGGGTKLTVL']. Result: 0 (not developable). (10) The antibody is ['QVQLQESGPGLVKPSETLSLTCTVSGDSMSSYYWSWIRQPAGKGLEWIGRISTSGSTNYNPSLKSRVTMSVDTSNNHFSMRLNSVTAADTAVYYCACSGSYSFFDYWGQGTLVTVSS', 'DIQMTQSPSSLSASVGDRVTITCQASQDISNFLNWYQQKPGKAPKLLIYDASNLETGVPSRFSGSGSGTDFTFTISSLQPEDIATYYCQQYDNLRIFTFGPGTKVDIK']. Result: 1 (developable).